This data is from Catalyst prediction with 721,799 reactions and 888 catalyst types from USPTO. The task is: Predict which catalyst facilitates the given reaction. (1) Product: [CH2:15]([O:17][C:18]1[CH:19]=[C:20]([CH:21]2[C:8]([C:9]3[CH:13]=[CH:12][S:11][CH:10]=3)=[C:7]([C:3]3[CH:2]=[N:1][CH:6]=[CH:5][CH:4]=3)[NH:33][C:31](=[O:32])[NH:30]2)[CH:23]=[C:24]([N+:27]([O-:29])=[O:28])[C:25]=1[OH:26])[CH3:16]. Reactant: [N:1]1[CH:6]=[CH:5][CH:4]=[C:3]([C:7](=O)[CH2:8][C:9]2[CH:13]=[CH:12][S:11][CH:10]=2)[CH:2]=1.[CH2:15]([O:17][C:18]1[CH:19]=[C:20]([CH:23]=[C:24]([N+:27]([O-:29])=[O:28])[C:25]=1[OH:26])[CH:21]=O)[CH3:16].[NH2:30][C:31]([NH2:33])=[O:32].Cl. The catalyst class is: 14. (2) The catalyst class is: 101. Product: [CH3:50][C:48]1[CH:47]=[CH:46][C:45]([S:51][C:52]2[CH:53]=[CH:54][C:55]([NH:58][C:59](=[O:61])[CH3:60])=[CH:56][CH:57]=2)=[C:44]([NH:43][C:31]2[CH:36]=[CH:35][N:34]=[C:33]3[S:37][C:38]([CH2:40][CH2:41][CH3:42])=[N:39][C:32]=23)[CH:49]=1. Reactant: C(N1CCN2CCN(CC(C)C)P1N(CC(C)C)CC2)C(C)C.CC(C)([O-])C.[Na+].Cl[C:31]1[CH:36]=[CH:35][N:34]=[C:33]2[S:37][C:38]([CH2:40][CH2:41][CH3:42])=[N:39][C:32]=12.[NH2:43][C:44]1[CH:49]=[C:48]([CH3:50])[CH:47]=[CH:46][C:45]=1[S:51][C:52]1[CH:57]=[CH:56][C:55]([NH:58][C:59](=[O:61])[CH3:60])=[CH:54][CH:53]=1.NC1C=CC=CC=1.